Dataset: Peptide-MHC class I binding affinity with 185,985 pairs from IEDB/IMGT. Task: Regression. Given a peptide amino acid sequence and an MHC pseudo amino acid sequence, predict their binding affinity value. This is MHC class I binding data. The peptide sequence is ELVRKTRFL. The MHC is HLA-A68:02 with pseudo-sequence HLA-A68:02. The binding affinity (normalized) is 0.329.